Dataset: Reaction yield outcomes from USPTO patents with 853,638 reactions. Task: Predict the reaction yield, written as a fraction of the theoretical maximum amount of product (1.0 means a 100% yield; for example, 0.34 means a 34% yield). The reactants are [CH3:1][O:2][C:3]1[C:4]([CH:26]=[C:27]([CH3:29])[CH3:28])=[CH:5][C:6]2[C:12]3[N:13]([C:21]4[S:22][CH:23]=[CH:24][N:25]=4)[N:14]=[C:15]([C:16]([O:18]CC)=[O:17])[C:11]=3[CH2:10][O:9][C:7]=2[CH:8]=1.C1COCC1.O.O[Li].O. The catalyst is CO. The product is [CH3:1][O:2][C:3]1[C:4]([CH:26]=[C:27]([CH3:29])[CH3:28])=[CH:5][C:6]2[C:12]3[N:13]([C:21]4[S:22][CH:23]=[CH:24][N:25]=4)[N:14]=[C:15]([C:16]([OH:18])=[O:17])[C:11]=3[CH2:10][O:9][C:7]=2[CH:8]=1. The yield is 0.970.